From a dataset of Full USPTO retrosynthesis dataset with 1.9M reactions from patents (1976-2016). Predict the reactants needed to synthesize the given product. (1) Given the product [Cl:24][C:19]1[CH:18]=[C:17]([C:15](=[N:28][OH:25])[CH2:14][C:4]2[CH:9]=[CH:8][C:7]([C:10]([F:13])([F:12])[F:11])=[CH:6][N:5]=2)[CH:22]=[CH:21][C:20]=1[F:23], predict the reactants needed to synthesize it. The reactants are: [H-].[Na+].Cl[C:4]1[CH:9]=[CH:8][C:7]([C:10]([F:13])([F:12])[F:11])=[CH:6][N:5]=1.[CH3:14][C:15]([C:17]1[CH:22]=[CH:21][C:20]([F:23])=[C:19]([Cl:24])[CH:18]=1)=O.[OH-:25].[Na+].Cl.[NH2:28]O. (2) Given the product [CH3:1][N:2]([CH3:27])[CH2:3][CH2:4][NH:5][C:6]([C:8]1[C:21]2[C:12](=[N:13][C:14]3[C:19]([N:20]=2)=[C:18]2[CH:22]=[CH:23][CH:24]=[C:25]([NH:26][C:34](=[O:36])[CH3:35])[C:17]2=[CH:16][CH:15]=3)[CH:11]=[CH:10][CH:9]=1)=[O:7], predict the reactants needed to synthesize it. The reactants are: [CH3:1][N:2]([CH3:27])[CH2:3][CH2:4][NH:5][C:6]([C:8]1[C:21]2[C:12](=[N:13][C:14]3[C:19]([N:20]=2)=[C:18]2[CH:22]=[CH:23][CH:24]=[C:25]([NH2:26])[C:17]2=[CH:16][CH:15]=3)[CH:11]=[CH:10][CH:9]=1)=[O:7].N1C=CC=CC=1.[C:34](Cl)(=[O:36])[CH3:35]. (3) Given the product [Br:23][C:21]1[CH:20]=[CH:19][C:18]([O:24][CH2:25][C:26]2[CH:31]=[CH:30][C:29]([F:32])=[CH:28][C:27]=2[F:33])=[C:17]([C:12]2[N:11]([C:6]3[CH:5]=[C:4]([CH:9]=[C:42]([N:40]([CH3:39])[CH3:41])[CH:7]=3)[C:3]([OH:34])=[O:2])[C:15]([CH3:16])=[CH:14][CH:13]=2)[CH:22]=1, predict the reactants needed to synthesize it. The reactants are: C[O:2][C:3](=[O:34])[C:4]1[CH:9]=C(N)[CH:7]=[C:6]([N:11]2[C:15]([CH3:16])=[CH:14][CH:13]=[C:12]2[C:17]2[CH:22]=[C:21]([Br:23])[CH:20]=[CH:19][C:18]=2[O:24][CH2:25][C:26]2[CH:31]=[CH:30][C:29]([F:32])=[CH:28][C:27]=2[F:33])[CH:5]=1.[H-].[Na+].IC.[CH3:39][N:40]([CH:42]=O)[CH3:41]. (4) Given the product [CH3:1][O:2][C:3]1[CH:4]=[CH:5][CH:6]=[C:7]2[C:11]=1[CH:10]([NH:12][C:13]1[C:18]([CH:19]=[O:20])=[CH:17][N:16]=[C:15]([S:21][CH3:22])[N:14]=1)[CH2:9][CH2:8]2, predict the reactants needed to synthesize it. The reactants are: [CH3:1][O:2][C:3]1[CH:4]=[CH:5][CH:6]=[C:7]2[C:11]=1[CH:10]([NH:12][C:13]1[C:18]([CH2:19][OH:20])=[CH:17][N:16]=[C:15]([S:21][CH3:22])[N:14]=1)[CH2:9][CH2:8]2. (5) Given the product [N+:8]([C:7]1[C:2]([CH:11]=[CH2:12])=[N:3][CH:4]=[CH:5][CH:6]=1)([O-:10])=[O:9], predict the reactants needed to synthesize it. The reactants are: Cl[C:2]1[C:7]([N+:8]([O-:10])=[O:9])=[CH:6][CH:5]=[CH:4][N:3]=1.[CH2:11]([Sn](CCC)(CCC)C=C)[CH2:12]C. (6) Given the product [O:4]1[C:5]2[C:14](=[CH:13][CH:12]=[C:7]([C:8]([O:10][CH3:11])=[O:9])[CH:6]=2)[CH:15]=[CH:16][CH2:1]1, predict the reactants needed to synthesize it. The reactants are: [CH2:1]([O:4][C:5]1[CH:6]=[C:7]([CH:12]=[CH:13][C:14]=1[CH:15]=[CH2:16])[C:8]([O:10][CH3:11])=[O:9])C=C. (7) The reactants are: [Br:1][C:2]1[CH:7]=[CH:6][C:5]([C:8]2[NH:12][C:11](=[O:13])[C:10]3([CH2:18][CH2:17][N:16]([C:19]([O:21][CH3:22])=[O:20])[CH2:15][CH2:14]3)[N:9]=2)=[CH:4][CH:3]=1.Br[CH2:24][C@@H:25]1[CH2:29][CH2:28][N:27]([C:30]([O:32][C:33]([CH3:36])([CH3:35])[CH3:34])=[O:31])[CH2:26]1.C([O-])([O-])=O.[Cs+].[Cs+]. Given the product [Br:1][C:2]1[CH:7]=[CH:6][C:5]([C:8]2[N:12]([CH2:24][C@@H:25]3[CH2:29][CH2:28][N:27]([C:30]([O:32][C:33]([CH3:34])([CH3:36])[CH3:35])=[O:31])[CH2:26]3)[C:11](=[O:13])[C:10]3([CH2:14][CH2:15][N:16]([C:19]([O:21][CH3:22])=[O:20])[CH2:17][CH2:18]3)[N:9]=2)=[CH:4][CH:3]=1, predict the reactants needed to synthesize it. (8) Given the product [CH3:1][O:2][C:3]1[CH:11]=[CH:10][C:6]2[S:7][C:8]([C:27]3[CH:32]=[CH:31][C:30]([O:33][CH3:34])=[CH:29][C:28]=3[N+:35]([O-:37])=[O:36])=[CH:9][C:5]=2[CH:4]=1, predict the reactants needed to synthesize it. The reactants are: [CH3:1][O:2][C:3]1[CH:11]=[CH:10][C:6]2[S:7][CH:8]=[CH:9][C:5]=2[CH:4]=1.COC1C=CC2SC(B(O)O)=CC=2C=1.Br[C:27]1[CH:32]=[CH:31][C:30]([O:33][CH3:34])=[CH:29][C:28]=1[N+:35]([O-:37])=[O:36]. (9) Given the product [F:60][C:61]([F:70])([F:69])[CH2:62][CH2:4][C@@H:2]([NH2:14])[C:1]([OH:6])=[O:5], predict the reactants needed to synthesize it. The reactants are: [C:1]([O-:6])(=[O:5])[C:2]([CH3:4])=O.C([O-])(=O)C(C)O.C1[N:14]=C(N)C2N=CN([C@@H]3O[C@H](COP(OP(OC[C@H]4O[C@@H](N5C=C(C(N)=O)CC=C5)[C@H](O)[C@@H]4O)(O)=O)(O)=O)[C@@H](O)[C@H]3O)C=2N=1.C([O-])=O.[F:60][C:61]([F:70])([F:69])[CH2:62]CC(=O)C(O)=O.NC(C(O)=O)C.CC1N=CC(COP(O)(O)=O)=C(C=O)C=1O.C([O-])=O.[Na+]. (10) Given the product [CH3:12][O:13][C:14](=[O:22])[C:15]1[CH:20]=[CH:19][CH:18]=[C:17]([NH:21][C:4]2[N:3]=[C:2]([Cl:1])[N:10]=[C:9]3[C:5]=2[N:6]=[CH:7][NH:8]3)[CH:16]=1, predict the reactants needed to synthesize it. The reactants are: [Cl:1][C:2]1[N:10]=[C:9]2[C:5]([NH:6][CH:7]=[N:8]2)=[C:4](Cl)[N:3]=1.[CH3:12][O:13][C:14](=[O:22])[C:15]1[CH:20]=[CH:19][CH:18]=[C:17]([NH2:21])[CH:16]=1.C(O)(C)C.